This data is from CYP2D6 inhibition data for predicting drug metabolism from PubChem BioAssay. The task is: Regression/Classification. Given a drug SMILES string, predict its absorption, distribution, metabolism, or excretion properties. Task type varies by dataset: regression for continuous measurements (e.g., permeability, clearance, half-life) or binary classification for categorical outcomes (e.g., BBB penetration, CYP inhibition). Dataset: cyp2d6_veith. (1) The compound is Cc1noc(C)c1-c1nc(Nc2ccccc2)c2ccccc2n1. The result is 0 (non-inhibitor). (2) The compound is COc1ccc(S(=O)(=O)N2CCC(N3CCCCC3)CC2)cc1. The result is 1 (inhibitor). (3) The drug is CC(C)CO/N=C1/C[C@@H](O)[C@@H](O)[C@@H]2[C@@H]3C(=O)N(c4cccc(Oc5ccccc5)c4)C(=O)[C@H]3CC[C@@H]12. The result is 0 (non-inhibitor). (4) The compound is Cc1nc2c([nH]1)c(=O)n(C)c(=O)n2Cc1ccco1. The result is 0 (non-inhibitor). (5) The molecule is COc1cc2c(cc1OC)C(c1ccc(N)cc1)=NNC(=O)C2. The result is 0 (non-inhibitor). (6) The drug is C[C@@H](C(=O)O)c1ccc(C[C@@H]2CCCC2=O)cc1. The result is 0 (non-inhibitor).